Dataset: Reaction yield outcomes from USPTO patents with 853,638 reactions. Task: Predict the reaction yield, written as a fraction of the theoretical maximum amount of product (1.0 means a 100% yield; for example, 0.34 means a 34% yield). (1) The reactants are [CH3:1][N:2]1[CH:6]([C:7]([O:9][C:10]([CH3:13])([CH3:12])[CH3:11])=[O:8])[CH2:5][NH:4][C:3]1=[O:14].Br[C:16]1[C:17]([CH3:23])=[N:18][C:19]([CH3:22])=[CH:20][CH:21]=1.C(=O)([O-])[O-].[Cs+].[Cs+].CC1(C)C2C(=C(P(C3C=CC=CC=3)C3C=CC=CC=3)C=CC=2)OC2C(P(C3C=CC=CC=3)C3C=CC=CC=3)=CC=CC1=2. The catalyst is O1CCOCC1.O.C1C=CC(/C=C/C(/C=C/C2C=CC=CC=2)=O)=CC=1.C1C=CC(/C=C/C(/C=C/C2C=CC=CC=2)=O)=CC=1.C1C=CC(/C=C/C(/C=C/C2C=CC=CC=2)=O)=CC=1.[Pd].[Pd]. The product is [CH3:23][C:17]1[C:16]([N:4]2[CH2:5][CH:6]([C:7]([O:9][C:10]([CH3:11])([CH3:13])[CH3:12])=[O:8])[N:2]([CH3:1])[C:3]2=[O:14])=[CH:21][CH:20]=[C:19]([CH3:22])[N:18]=1. The yield is 0.540. (2) The reactants are Cl[C:2]1[CH:3]=[C:4]([C:14]([NH:16][CH2:17][C:18]2[C:19](=[O:26])[NH:20][C:21]([CH3:25])=[CH:22][C:23]=2[CH3:24])=[O:15])[C:5]2[CH:10]=[N:9][N:8]([CH:11]([CH3:13])[CH3:12])[C:6]=2[N:7]=1.[N:27]1[CH:32]=[CH:31][CH:30]=[C:29](B(O)O)[CH:28]=1.C(=O)([O-])[O-].[Na+].[Na+]. The catalyst is Cl[Pd](Cl)([P](C1C=CC=CC=1)(C1C=CC=CC=1)C1C=CC=CC=1)[P](C1C=CC=CC=1)(C1C=CC=CC=1)C1C=CC=CC=1.CS(C)=O. The product is [CH3:24][C:23]1[CH:22]=[C:21]([CH3:25])[NH:20][C:19](=[O:26])[C:18]=1[CH2:17][NH:16][C:14]([C:4]1[C:5]2[CH:10]=[N:9][N:8]([CH:11]([CH3:13])[CH3:12])[C:6]=2[N:7]=[C:2]([C:29]2[CH:28]=[N:27][CH:32]=[CH:31][CH:30]=2)[CH:3]=1)=[O:15]. The yield is 0.420. (3) The reactants are [Cl:1][C:2]1[CH:3]=[C:4]([C:21]2[C:22]([C:27](O)=[O:28])=[CH:23][CH:24]=[CH:25][CH:26]=2)[CH:5]=[CH:6][C:7]=1[CH2:8][CH:9]1[CH2:13][CH2:12][N:11]([CH:14]2[CH2:19][CH2:18][CH2:17][CH2:16][CH2:15]2)[C:10]1=[O:20].CCN=C=NCCCN(C)C.C1C=CC2N(O)N=NC=2C=1.C(N(CC)CC)C.[CH3:58][N:59]1[CH2:64][CH2:63][NH:62][CH2:61][CH2:60]1. The catalyst is CN(C=O)C.O. The product is [ClH:1].[Cl:1][C:2]1[CH:3]=[C:4]([C:21]2[CH:26]=[CH:25][CH:24]=[CH:23][C:22]=2[C:27]([N:62]2[CH2:63][CH2:64][N:59]([CH3:58])[CH2:60][CH2:61]2)=[O:28])[CH:5]=[CH:6][C:7]=1[CH2:8][CH:9]1[CH2:13][CH2:12][N:11]([CH:14]2[CH2:15][CH2:16][CH2:17][CH2:18][CH2:19]2)[C:10]1=[O:20]. The yield is 0.630. (4) The reactants are [CH2:1]([Mg]Cl)[C:2]1[CH:7]=[CH:6][CH:5]=[CH:4][CH:3]=1.CCOCC.[C:15](=[S:17])=[S:16].Br[CH:19]([CH3:23])[C:20]([OH:22])=[O:21]. The catalyst is O1CCCC1.C(OCC)(=O)C. The product is [C:2]1([CH2:1][C:15]([S:17][CH:19]([CH3:23])[C:20]([OH:22])=[O:21])=[S:16])[CH:7]=[CH:6][CH:5]=[CH:4][CH:3]=1. The yield is 0.390. (5) The reactants are [S:1]1[C:5]([C:6]2[NH:10][N:9]([C:11]3[S:12][C:13]4[CH:19]=[CH:18][CH:17]=[CH:16][C:14]=4[N:15]=3)[C:8](=[O:20])[CH:7]=2)=[CH:4][C:3]2[CH:21]=[CH:22][CH:23]=[CH:24][C:2]1=2.CO[CH:27](OC)[N:28]([CH3:30])[CH3:29]. The catalyst is C1COCC1. The product is [S:1]1[C:5]([C:6]2[C:7](=[CH:27][N:28]([CH3:30])[CH3:29])[C:8](=[O:20])[N:9]([C:11]3[S:12][C:13]4[CH:19]=[CH:18][CH:17]=[CH:16][C:14]=4[N:15]=3)[N:10]=2)=[CH:4][C:3]2[CH:21]=[CH:22][CH:23]=[CH:24][C:2]1=2. The yield is 0.610. (6) The reactants are [CH2:1]([C:4]1[C:8]([CH2:9][CH2:10][CH2:11][OH:12])=[CH:7][N:6]([C:13]2[CH:18]=[CH:17][C:16]([C:19]([F:22])([F:21])[F:20])=[CH:15][N:14]=2)[N:5]=1)[CH2:2][CH3:3].[CH2:23]([C:25]1[CH:26]=[N:27][N:28]([CH2:31][C:32]([O:34]CC)=[O:33])[C:29]=1O)[CH3:24].C(P(CCCC)CCCC)CCC.N(C(N1CCCCC1)=O)=NC(N1CCCCC1)=O. The catalyst is O1CCCC1. The yield is 0.710. The product is [CH2:23]([C:25]1[CH:26]=[N:27][N:28]([CH2:31][C:32]([OH:34])=[O:33])[C:29]=1[O:12][CH2:11][CH2:10][CH2:9][C:8]1[C:4]([CH2:1][CH2:2][CH3:3])=[N:5][N:6]([C:13]2[CH:18]=[CH:17][C:16]([C:19]([F:21])([F:20])[F:22])=[CH:15][N:14]=2)[CH:7]=1)[CH3:24].